From a dataset of Catalyst prediction with 721,799 reactions and 888 catalyst types from USPTO. Predict which catalyst facilitates the given reaction. (1) Reactant: CN(C(ON1N=NC2C=CC=CC1=2)=[N+](C)C)C.[B-](F)(F)(F)F.[CH3:23][C:24]1[C:28]([C:29]([OH:31])=O)=[C:27]([CH2:32][C:33](=[O:40])[C:34]2[CH:39]=[CH:38][CH:37]=[CH:36][CH:35]=2)[O:26][N:25]=1.C(N(C(C)C)C(C)C)C.[CH2:50]1[C:59]2[C:54](=[CH:55][CH:56]=[CH:57][CH:58]=2)[CH2:53][CH2:52][NH:51]1. Product: [CH2:50]1[C:59]2[C:54](=[CH:55][CH:56]=[CH:57][CH:58]=2)[CH2:53][CH2:52][N:51]1[C:29]([C:28]1[C:24]([CH3:23])=[N:25][O:26][C:27]=1[CH2:32][C:33]([C:34]1[CH:39]=[CH:38][CH:37]=[CH:36][CH:35]=1)=[O:40])=[O:31]. The catalyst class is: 479. (2) Reactant: [N:1]1([CH2:6][C@H:7]([C:30]2[CH:35]=[CH:34][CH:33]=[CH:32][CH:31]=2)[O:8][C:9]2[C:10]([CH2:20][S:21]([C:24]3[CH:29]=[CH:28][CH:27]=[CH:26][CH:25]=3)(=[O:23])=[O:22])=[C:11]3[C:16](=[CH:17][CH:18]=2)[C:15](=[O:19])[CH2:14][CH2:13][CH2:12]3)[CH:5]=[CH:4][N:3]=[CH:2]1.[CH2:36]=[O:37].CS(C)=O. Product: [OH:37][CH2:36][C:2]1[N:1]([CH2:6][C@H:7]([C:30]2[CH:35]=[CH:34][CH:33]=[CH:32][CH:31]=2)[O:8][C:9]2[C:10]([CH2:20][S:21]([C:24]3[CH:25]=[CH:26][CH:27]=[CH:28][CH:29]=3)(=[O:23])=[O:22])=[C:11]3[C:16](=[CH:17][CH:18]=2)[C:15](=[O:19])[CH2:14][CH2:13][CH2:12]3)[CH:5]=[CH:4][N:3]=1. The catalyst class is: 8. (3) Reactant: [O:1]([CH2:8][CH2:9][O:10][C@@H:11]1[CH2:16][CH2:15][C@H:14]([CH2:17][OH:18])[CH2:13][CH2:12]1)[C:2]1[CH:7]=[CH:6][CH:5]=[CH:4][CH:3]=1.C(N(CC)CC)C.[CH3:26][S:27](Cl)(=[O:29])=[O:28].C([O-])(O)=O.[Na+]. Product: [CH3:26][S:27]([O:18][CH2:17][C@H:14]1[CH2:15][CH2:16][C@@H:11]([O:10][CH2:9][CH2:8][O:1][C:2]2[CH:7]=[CH:6][CH:5]=[CH:4][CH:3]=2)[CH2:12][CH2:13]1)(=[O:29])=[O:28]. The catalyst class is: 4. (4) Reactant: [H-].[Na+].[NH:3]1[CH:7]=[CH:6][CH:5]=[C:4]1[CH:8]=[O:9].[CH3:10][O:11][C:12]([C:14]1[C:15]([CH2:20]Cl)=[N:16][CH:17]=[CH:18][CH:19]=1)=[O:13]. Product: [CH3:10][O:11][C:12]([C:14]1[C:15]([CH2:20][N:3]2[CH:7]=[CH:6][CH:5]=[C:4]2[CH:8]=[O:9])=[N:16][CH:17]=[CH:18][CH:19]=1)=[O:13]. The catalyst class is: 9.